Dataset: Forward reaction prediction with 1.9M reactions from USPTO patents (1976-2016). Task: Predict the product of the given reaction. (1) Given the reactants Cl.[OH:2][C@H:3]1[CH2:7][NH:6][C@H:5]([C:8]([NH:10][CH2:11][C:12]2[CH:17]=[CH:16][C:15]([C:18]3[O:22][CH:21]=[N:20][CH:19]=3)=[CH:14][CH:13]=2)=[O:9])[CH2:4]1.[C:23]([O:26][C@@H:27]([CH3:31])[C:28](O)=[O:29])(=[O:25])[CH3:24].CCN(C(C)C)C(C)C.CN(C(ON1N=NC2C=CC=NC1=2)=[N+](C)C)C.F[P-](F)(F)(F)(F)F, predict the reaction product. The product is: [C:23]([O:26][C@@H:27]([CH3:31])[C:28]([N:6]1[CH2:7][C@H:3]([OH:2])[CH2:4][C@H:5]1[C:8](=[O:9])[NH:10][CH2:11][C:12]1[CH:13]=[CH:14][C:15]([C:18]2[O:22][CH:21]=[N:20][CH:19]=2)=[CH:16][CH:17]=1)=[O:29])(=[O:25])[CH3:24]. (2) Given the reactants [H-].[Na+].[N:3]1[CH:8]=[CH:7][CH:6]=[CH:5][C:4]=1[CH2:9][OH:10].[Cl:11][C:12]1[C:17]([Cl:18])=[CH:16][CH:15]=[CH:14][C:13]=1[S:19]([NH:22][C:23]1[C:28](Cl)=[N:27][CH:26]=[CH:25][N:24]=1)(=[O:21])=[O:20].[C:30](O)(=O)[CH2:31][C:32](CC(O)=O)(C(O)=O)[OH:33], predict the reaction product. The product is: [C:32]([O:10][CH2:9][CH3:4])(=[O:33])[CH3:31].[CH3:14][CH2:15][CH2:16][CH:17]([CH3:12])[CH3:30].[Cl:11][C:12]1[C:17]([Cl:18])=[CH:16][CH:15]=[CH:14][C:13]=1[S:19]([NH:22][C:23]1[C:28]([O:10][CH2:9][C:4]2[CH:5]=[CH:6][CH:7]=[CH:8][N:3]=2)=[N:27][CH:26]=[CH:25][N:24]=1)(=[O:20])=[O:21]. (3) Given the reactants [CH3:1][O:2][C:3]1[N:8]=[CH:7][C:6]([NH:9][C:10](=[O:35])[C:11]2[CH:16]=[C:15]([CH2:17][C:18]3[C:19](=[O:30])[C:20]([O:28][CH3:29])=[C:21]([O:26][CH3:27])[C:22](=[O:25])[C:23]=3[CH3:24])[CH:14]=[CH:13][C:12]=2[O:31]C(=O)C)=[CH:5][CH:4]=1.C(=O)([O-])O.[Na+], predict the reaction product. The product is: [CH3:1][O:2][C:3]1[N:8]=[CH:7][C:6]([NH:9][C:10](=[O:35])[C:11]2[CH:16]=[C:15]([CH2:17][C:18]3[C:19](=[O:30])[C:20]([O:28][CH3:29])=[C:21]([O:26][CH3:27])[C:22](=[O:25])[C:23]=3[CH3:24])[CH:14]=[CH:13][C:12]=2[OH:31])=[CH:5][CH:4]=1. (4) Given the reactants [CH2:1]([O:3][C:4](=[O:8])[CH2:5][CH2:6][NH2:7])[CH3:2].C(N(CC)CC)C.[Cl:16][C:17]1[CH:24]=[CH:23][C:20]([CH:21]=O)=[CH:19][CH:18]=1.C(O[BH-](OC(=O)C)OC(=O)C)(=O)C.[Na+].[CH3:39][O:40][C:41]1[CH:46]=[CH:45][C:44]([S:47](Cl)(=[O:49])=[O:48])=[CH:43][CH:42]=1, predict the reaction product. The product is: [Cl:16][C:17]1[CH:24]=[CH:23][C:20]([CH2:21][N:7]([S:47]([C:44]2[CH:43]=[CH:42][C:41]([O:40][CH3:39])=[CH:46][CH:45]=2)(=[O:49])=[O:48])[CH2:6][CH2:5][C:4]([O:3][CH2:1][CH3:2])=[O:8])=[CH:19][CH:18]=1. (5) Given the reactants [H-].[Al+3].[Li+].[H-].[H-].[H-].O1CCCC1.[C:12]([O:16][C:17]([NH:19][C@H:20]([C:25]1[CH:30]=[CH:29][C:28]([O:31][CH2:32][C@@H:33]([CH3:36])[CH2:34][CH3:35])=[CH:27][CH:26]=1)[C:21](OC)=[O:22])=[O:18])([CH3:15])([CH3:14])[CH3:13].[OH-].[K+], predict the reaction product. The product is: [OH:22][CH2:21][C@H:20]([NH:19][C:17](=[O:18])[O:16][C:12]([CH3:13])([CH3:15])[CH3:14])[C:25]1[CH:26]=[CH:27][C:28]([O:31][CH2:32][C@@H:33]([CH3:36])[CH2:34][CH3:35])=[CH:29][CH:30]=1.